From a dataset of Reaction yield outcomes from USPTO patents with 853,638 reactions. Predict the reaction yield, written as a fraction of the theoretical maximum amount of product (1.0 means a 100% yield; for example, 0.34 means a 34% yield). (1) The reactants are C[C@:2]1([NH:36][C:37](=[O:43])[O:38][C:39]([CH3:42])([CH3:41])[CH3:40])[CH2:6][CH2:5][N:4]([C@@H:7]([C:12]2[CH:13]=[CH:14][C:15]3[N:16]([C:18]([C:21]4[CH:30]=[CH:29][C:28]5[C:23](=[CH:24][C:25]([O:31][CH2:32][CH2:33][O:34]C)=[CH:26][CH:27]=5)[N:22]=4)=[N:19][N:20]=3)[CH:17]=2)[C:8]([F:11])([F:10])[F:9])[CH2:3]1.O.O.O.[F-:47].C([N+](CCCC)(CCCC)CCCC)CCC. The catalyst is C1COCC1. The product is [F:9][C:8]([F:11])([F:10])[C@H:7]([N:4]1[CH2:5][CH2:6][C@H:2]([NH:36][C:37](=[O:43])[O:38][C:39]([CH3:42])([CH3:41])[CH3:40])[CH2:3]1)[C:12]1[CH:13]=[CH:14][C:15]2[N:16]([C:18]([C:21]3[CH:30]=[CH:29][C:28]4[C:23](=[CH:24][C:25]([O:31][CH2:32][CH2:33][OH:34])=[C:26]([F:47])[CH:27]=4)[N:22]=3)=[N:19][N:20]=2)[CH:17]=1. The yield is 0.880. (2) The product is [CH3:1][C:2]1[CH:7]=[CH:6][C:5]([C:8]([C:19]2[CH:20]=[CH:21][CH:22]=[CH:23][CH:24]=2)=[C:9]2[CH2:14][C:13]([CH3:15])([CH3:16])[CH2:12][C:11]([CH3:18])([CH3:17])[CH2:10]2)=[CH:4][C:3]=1[O:25][CH2:26][C:27]([OH:29])=[O:28]. The catalyst is O. The yield is 0.980. The reactants are [CH3:1][C:2]1[CH:7]=[CH:6][C:5]([C:8]([C:19]2[CH:24]=[CH:23][CH:22]=[CH:21][CH:20]=2)=[C:9]2[CH2:14][C:13]([CH3:16])([CH3:15])[CH2:12][C:11]([CH3:18])([CH3:17])[CH2:10]2)=[CH:4][C:3]=1[O:25][CH2:26][C:27]([O:29]CC)=[O:28].[OH-].[Na+].C(O)C.Cl. (3) The reactants are C[N:2]([CH3:13])[CH2:3][CH2:4][C:5]([C:7]1[CH:12]=[CH:11][CH:10]=[CH:9][CH:8]=1)=[O:6].[Br:14][C:15]1[CH:16]=C([CH:19]=[CH:20][CH:21]=1)N. The catalyst is CCO.O. The product is [Br:14][C:15]1[CH:16]=[C:13]([NH:2][CH2:3][CH2:4][C:5]([C:7]2[CH:8]=[CH:9][CH:10]=[CH:11][CH:12]=2)=[O:6])[CH:19]=[CH:20][CH:21]=1. The yield is 0.900. (4) The reactants are Cl.[CH:2]([N:5]1[C:9]([C:10]2[CH:15]=[C:14]([CH:16]([CH3:18])[CH3:17])[C:13]([O:19]COC)=[CH:12][C:11]=2[O:23]COC)=[N:8][NH:7][C:6]1=[O:27])([CH3:4])[CH3:3].C(=O)([O-])O.[Na+]. The catalyst is CO. The product is [OH:23][C:11]1[CH:12]=[C:13]([OH:19])[C:14]([CH:16]([CH3:18])[CH3:17])=[CH:15][C:10]=1[C:9]1[N:5]([CH:2]([CH3:4])[CH3:3])[C:6](=[O:27])[NH:7][N:8]=1. The yield is 0.740. (5) The reactants are [C@@H:1]1([NH2:7])[CH2:5][CH2:4][CH2:3][C@@H:2]1[NH2:6].[CH3:8][C:9]([CH3:14])=[CH:10][C:11](O)=[O:12]. The catalyst is C1(C)C=CC=CC=1. The product is [CH3:8][C:9]1([CH3:14])[CH2:10][C:11](=[O:12])[NH:7][C@H:1]2[CH2:5][CH2:4][CH2:3][C@H:2]2[NH:6]1. The yield is 0.240. (6) The reactants are [CH:1]([S:3]([CH:6]=[CH2:7])(=[O:5])=[O:4])=[CH2:2].C(N(CC)CC)C.[NH2:15][CH2:16][CH2:17][CH2:18][NH:19][C@:20]12[CH2:55][CH2:54][C@@H:53]([C:56]([CH3:58])=[CH2:57])[C@@H:21]1[C@@H:22]1[C@@:35]([CH3:38])([CH2:36][CH2:37]2)[C@@:34]2([CH3:39])[C@@H:25]([C@:26]3([CH3:52])[C@@H:31]([CH2:32][CH2:33]2)[C:30]([CH3:41])([CH3:40])[C:29]([C:42]2[CH:51]=[CH:50][C:45]([C:46]([O:48]C)=[O:47])=[CH:44][CH:43]=2)=[CH:28][CH2:27]3)[CH2:24][CH2:23]1. The catalyst is CCO. The product is [O:4]=[S:3]1(=[O:5])[CH2:6][CH2:7][N:15]([CH2:16][CH2:17][CH2:18][NH:19][C@:20]23[CH2:55][CH2:54][C@@H:53]([C:56]([CH3:58])=[CH2:57])[C@@H:21]2[C@@H:22]2[C@@:35]([CH3:38])([CH2:36][CH2:37]3)[C@@:34]3([CH3:39])[C@@H:25]([C@:26]4([CH3:52])[C@@H:31]([CH2:32][CH2:33]3)[C:30]([CH3:41])([CH3:40])[C:29]([C:42]3[CH:43]=[CH:44][C:45]([C:46]([OH:48])=[O:47])=[CH:50][CH:51]=3)=[CH:28][CH2:27]4)[CH2:24][CH2:23]2)[CH2:2][CH2:1]1. The yield is 0.760. (7) The product is [Br:1][C:2]1[CH:3]=[CH:4][C:5]([CH3:12])=[C:6]([S:8]([NH:16][CH2:15][CH2:13][OH:14])(=[O:10])=[O:9])[CH:7]=1. The yield is 0.580. No catalyst specified. The reactants are [Br:1][C:2]1[CH:3]=[CH:4][C:5]([CH3:12])=[C:6]([S:8](Cl)(=[O:10])=[O:9])[CH:7]=1.[CH2:13]([CH2:15][NH2:16])[OH:14]. (8) The reactants are [Na:1].C[C:3]1[C:4]([CH2:22][S:23]([C:25]2[NH:29][C:28]3[CH:30]=[CH:31][CH:32]=[CH:33][C:27]=3[N:26]=2)=[O:24])=[N:5][CH:6]=[CH:7][C:8]=1[O:9][CH2:10]C1(C)OCC2(OCCO2)CO1.ClC1C=CC=C(C(OO)=O)C=1.[CH3:45][C:46]1([CH2:57]CO)[O:56][CH2:55][C:49]2([O:54][CH2:53][CH2:52][CH2:51][O:50]2)[CH2:48][O:47]1. No catalyst specified. The product is [Na:1].[CH3:45][C:46]1([CH2:57][CH2:10][O:9][C:8]2[CH:7]=[CH:6][N:5]=[C:4]([CH2:22][S:23]([C:25]3[NH:29][C:28]4[CH:30]=[CH:31][CH:32]=[CH:33][C:27]=4[N:26]=3)=[O:24])[CH:3]=2)[O:47][CH2:48][C:49]2([O:50][CH2:51][CH2:52][CH2:53][O:54]2)[CH2:55][O:56]1. The yield is 0.114.